Dataset: Full USPTO retrosynthesis dataset with 1.9M reactions from patents (1976-2016). Task: Predict the reactants needed to synthesize the given product. (1) Given the product [CH3:1][O:2][CH2:3][C:4]1[CH:5]=[C:6]([CH:10]([NH2:18])[CH2:11][C:12]2[CH:17]=[CH:16][CH:15]=[CH:14][CH:13]=2)[CH:7]=[CH:8][CH:9]=1, predict the reactants needed to synthesize it. The reactants are: [CH3:1][O:2][CH2:3][C:4]1[CH:5]=[C:6]([C:10](=[N:18]O)[CH2:11][C:12]2[CH:17]=[CH:16][CH:15]=[CH:14][CH:13]=2)[CH:7]=[CH:8][CH:9]=1. (2) The reactants are: C(OC([N:8]1[CH2:11][CH:10]([C:12]([OH:14])=O)[CH2:9]1)=O)(C)(C)C.[CH:15]1([C:18]2[C:19]([O:28][CH2:29][CH:30]3[CH2:32][CH2:31]3)=[CH:20][C:21]([C:24](=[N:26]O)[NH2:25])=[N:22][CH:23]=2)[CH2:17][CH2:16]1. Given the product [NH:8]1[CH2:9][CH:10]([C:12]2[O:14][N:25]=[C:24]([C:21]3[CH:20]=[C:19]([O:28][CH2:29][CH:30]4[CH2:32][CH2:31]4)[C:18]([CH:15]4[CH2:17][CH2:16]4)=[CH:23][N:22]=3)[N:26]=2)[CH2:11]1, predict the reactants needed to synthesize it. (3) The reactants are: NN.[Cl:3][C:4]1[S:8][C:7]([C:9]([NH:11][C@@H:12]([CH2:25][C:26]2[CH:31]=[CH:30][CH:29]=[C:28]([F:32])[CH:27]=2)[CH2:13][N:14]2C(=O)C3C(=CC=CC=3)C2=O)=[O:10])=[CH:6][C:5]=1[C:33]1[N:37]([CH2:38][CH3:39])[N:36]=[CH:35][C:34]=1[CH3:40]. Given the product [NH2:14][CH2:13][C@@H:12]([NH:11][C:9]([C:7]1[S:8][C:4]([Cl:3])=[C:5]([C:33]2[N:37]([CH2:38][CH3:39])[N:36]=[CH:35][C:34]=2[CH3:40])[CH:6]=1)=[O:10])[CH2:25][C:26]1[CH:31]=[CH:30][CH:29]=[C:28]([F:32])[CH:27]=1, predict the reactants needed to synthesize it. (4) Given the product [C:41]([C:24]1[CH:23]=[CH:22][C:21]2[N:20]([CH2:19][CH2:18][CH2:17][N:13]([CH2:14][CH2:15][CH3:16])[S:10]([C:5]3[CH:6]=[CH:7][CH:8]=[CH:9][C:4]=3[N+:1]([O-:3])=[O:2])(=[O:11])=[O:12])[C:32]3[CH:31]=[CH:30][C:29]4[C:33](=[O:36])[CH2:34][CH2:35][C:28]=4[C:27]=3[C:26]=2[CH:25]=1)(=[O:42])[CH3:43], predict the reactants needed to synthesize it. The reactants are: [N+:1]([C:4]1[CH:9]=[CH:8][CH:7]=[CH:6][C:5]=1[S:10]([N:13]([CH2:17][CH2:18][CH2:19][N:20]1[C:32]2[CH:31]=[CH:30][C:29]3[C:33](=[O:36])[CH2:34][CH2:35][C:28]=3[C:27]=2[C:26]2[CH:25]=[CH:24][CH:23]=[CH:22][C:21]1=2)[CH2:14][CH2:15][CH3:16])(=[O:12])=[O:11])([O-:3])=[O:2].[Al+3].[Cl-].[Cl-].[Cl-].[C:41](Cl)([CH3:43])=[O:42].